This data is from Catalyst prediction with 721,799 reactions and 888 catalyst types from USPTO. The task is: Predict which catalyst facilitates the given reaction. (1) Reactant: [C:1]([O:5][C:6]([NH:8][C:9]1[CH:10]=[N+:11]([O-])[CH:12]=[C:13]([O:15][C:16]2[CH:17]=[N:18][CH:19]=[C:20]([C:22]([O:24][CH3:25])=[O:23])[CH:21]=2)[CH:14]=1)=[O:7])([CH3:4])([CH3:3])[CH3:2].C([O-])=O.[NH4+]. Product: [C:1]([O:5][C:6]([NH:8][C:9]1[CH:14]=[C:13]([O:15][C:16]2[CH:17]=[N:18][CH:19]=[C:20]([CH:21]=2)[C:22]([O:24][CH3:25])=[O:23])[CH:12]=[N:11][CH:10]=1)=[O:7])([CH3:4])([CH3:3])[CH3:2]. The catalyst class is: 19. (2) Reactant: [CH3:1][O:2][C:3]1[CH:8]=[CH:7][C:6]([CH2:9][CH2:10][NH:11][C:12](=[O:14])[CH3:13])=[CH:5][CH:4]=1.[N+:15]([O-])([OH:17])=[O:16]. Product: [CH3:1][O:2][C:3]1[CH:4]=[CH:5][C:6]([CH2:9][CH2:10][NH:11][C:12](=[O:14])[CH3:13])=[CH:7][C:8]=1[N+:15]([O-:17])=[O:16]. The catalyst class is: 15. (3) Reactant: Cl[C:2]1[N:7]=[C:6]([S:8][CH3:9])[C:5]([CH3:10])=[CH:4][N:3]=1.[Cl:11][C:12]1[N:13]=[CH:14][NH:15][C:16]=1[Cl:17].C(=O)([O-])[O-].[Na+].[Na+]. Product: [Cl:11][C:12]1[N:13]=[CH:14][N:15]([C:2]2[N:7]=[C:6]([S:8][CH3:9])[C:5]([CH3:10])=[CH:4][N:3]=2)[C:16]=1[Cl:17]. The catalyst class is: 9.